Task: Regression. Given a peptide amino acid sequence and an MHC pseudo amino acid sequence, predict their binding affinity value. This is MHC class II binding data.. Dataset: Peptide-MHC class II binding affinity with 134,281 pairs from IEDB (1) The peptide sequence is NGSMRVFVDVIRALD. The MHC is DRB1_1501 with pseudo-sequence DRB1_1501. The binding affinity (normalized) is 0.548. (2) The peptide sequence is VEFVTNMGIIIPDFA. The MHC is HLA-DQA10501-DQB10201 with pseudo-sequence HLA-DQA10501-DQB10201. The binding affinity (normalized) is 0.615. (3) The peptide sequence is IIAGTPEVHAVKPGA. The MHC is HLA-DPA10103-DPB10401 with pseudo-sequence HLA-DPA10103-DPB10401. The binding affinity (normalized) is 0. (4) The peptide sequence is AFKVAATAANPAPAN. The MHC is DRB1_0701 with pseudo-sequence DRB1_0701. The binding affinity (normalized) is 0.702. (5) The peptide sequence is VMGDTAWDFSSAGGF. The MHC is DRB1_1301 with pseudo-sequence DRB1_1301. The binding affinity (normalized) is 0. (6) The peptide sequence is RFYKTLRAEQASQ. The MHC is DRB1_0802 with pseudo-sequence DRB1_0802. The binding affinity (normalized) is 0.664.